Predict the product of the given reaction. From a dataset of Forward reaction prediction with 1.9M reactions from USPTO patents (1976-2016). (1) Given the reactants [Cl:1][C:2]1[CH:7]=[CH:6][CH:5]=[C:4]([Cl:8])[C:3]=1[C:9]1[O:13][N:12]=[C:11]([C@@H:14]2[C@:19]([C:21]3[CH:26]=[CH:25][C:24]([F:27])=[C:23]([F:28])[CH:22]=3)([OH:20])[CH2:18][CH2:17][N:16](C(OC(C)(C)C)=O)[CH2:15]2)[CH:10]=1.Cl.O1CCOCC1, predict the reaction product. The product is: [Cl:8][C:4]1[CH:5]=[CH:6][CH:7]=[C:2]([Cl:1])[C:3]=1[C:9]1[O:13][N:12]=[C:11]([C@H:14]2[C@:19]([C:21]3[CH:26]=[CH:25][C:24]([F:27])=[C:23]([F:28])[CH:22]=3)([OH:20])[CH2:18][CH2:17][NH:16][CH2:15]2)[CH:10]=1. (2) Given the reactants [Li+].CC([N-]C(C)C)C.[Br:9][C:10]1[CH:15]=[CH:14][C:13]([CH2:16][CH2:17][CH3:18])=[C:12]([F:19])[CH:11]=1.CN([CH:23]=[O:24])C, predict the reaction product. The product is: [Br:9][C:10]1[C:11]([CH:23]=[O:24])=[C:12]([F:19])[C:13]([CH2:16][CH2:17][CH3:18])=[CH:14][CH:15]=1. (3) Given the reactants Br[C:2]1[C:3]2[C:4]([S:24][C:25]3[CH:30]=[CH:29][C:28]([Cl:31])=[CH:27][CH:26]=3)=[C:5]3[CH:19]([CH2:20][C:21]([OH:23])=[O:22])[CH2:18][CH2:17][N:6]3[C:7]=2[CH:8]=[C:9]([C:11]2[N:12]=[N:13][N:14]([CH3:16])[N:15]=2)[CH:10]=1.[CH3:32][N:33]1[CH:37]=[CH:36][CH:35]=[C:34]1[Sn](CCCC)(CCCC)CCCC, predict the reaction product. The product is: [Cl:31][C:28]1[CH:29]=[CH:30][C:25]([S:24][C:4]2[C:3]3[C:2]([C:34]4[N:33]([CH3:32])[CH:37]=[CH:36][CH:35]=4)=[CH:10][C:9]([C:11]4[N:12]=[N:13][N:14]([CH3:16])[N:15]=4)=[CH:8][C:7]=3[N:6]3[CH2:17][CH2:18][CH:19]([CH2:20][C:21]([OH:23])=[O:22])[C:5]=23)=[CH:26][CH:27]=1. (4) Given the reactants [C:1]([O:5][C:6]([NH:8][C:9]([CH3:17])([CH3:16])[CH2:10]/[CH:11]=[CH:12]/[C:13]([OH:15])=O)=[O:7])([CH3:4])([CH3:3])[CH3:2].ON1C2N=CC=CC=2N=N1.Cl.CN(C)CCCN=C=NCC.[C:40]([O:43][C:44]([CH3:76])([CH3:75])[CH2:45][NH:46][C:47](=[O:74])[C@H:48]([N:56]([CH3:73])[C:57](=[O:72])[C@H:58]([NH:70][CH3:71])[CH2:59][C:60]1[CH:69]=[CH:68][C:67]2[C:62](=[CH:63][CH:64]=[CH:65][CH:66]=2)[CH:61]=1)[CH2:49][C:50]1[CH:55]=[CH:54][CH:53]=[CH:52][CH:51]=1)(=[O:42])[CH3:41].C(N(C(C)C)C(C)C)C, predict the reaction product. The product is: [C:40]([O:43][C:44]([CH3:76])([CH3:75])[CH2:45][NH:46][C:47](=[O:74])[C@H:48]([N:56]([C:57](=[O:72])[C@H:58]([N:70]([C:13](=[O:15])/[CH:12]=[CH:11]/[CH2:10][C:9]([NH:8][C:6]([O:5][C:1]([CH3:2])([CH3:3])[CH3:4])=[O:7])([CH3:17])[CH3:16])[CH3:71])[CH2:59][C:60]1[CH:69]=[CH:68][C:67]2[C:62](=[CH:63][CH:64]=[CH:65][CH:66]=2)[CH:61]=1)[CH3:73])[CH2:49][C:50]1[CH:51]=[CH:52][CH:53]=[CH:54][CH:55]=1)(=[O:42])[CH3:41]. (5) Given the reactants [F:1][C:2]1[CH:3]=[C:4]([CH:10]=[CH:11][C:12]=1[I:13])[C:5]([N:7]=[C:8]=[O:9])=O.[Cl:14][C:15]1[CH:20]=[CH:19][C:18]([CH2:21][NH:22][C:23](=[O:27])[CH:24]([CH3:26])[CH3:25])=[CH:17][C:16]=1[NH:28][NH:29]C(OC(C)(C)C)=O.FC(F)(F)C(O)=O, predict the reaction product. The product is: [Cl:14][C:15]1[CH:20]=[CH:19][C:18]([CH2:21][NH:22][C:23](=[O:27])[CH:24]([CH3:26])[CH3:25])=[CH:17][C:16]=1[N:28]1[C:8](=[O:9])[NH:7][C:5]([C:4]2[CH:10]=[CH:11][C:12]([I:13])=[C:2]([F:1])[CH:3]=2)=[N:29]1. (6) Given the reactants Cl.Cl.[NH2:3][C:4]1[N:9]=[CH:8][N:7]=[C:6]2[N:10]([CH:16]([C:18]3[C:19]([O:31][CH3:32])=[C:20]([CH:27]4[CH2:30][NH:29][CH2:28]4)[C:21]([CH3:26])=[C:22]([CH:25]=3)[C:23]#[N:24])[CH3:17])[N:11]=[C:12]([CH:13]([F:15])[F:14])[C:5]=12.Br[CH2:34][CH:35]([F:37])[F:36].C(N(CC)CC)C, predict the reaction product. The product is: [NH2:3][C:4]1[N:9]=[CH:8][N:7]=[C:6]2[N:10]([CH:16]([C:18]3[C:19]([O:31][CH3:32])=[C:20]([CH:27]4[CH2:30][N:29]([CH2:34][CH:35]([F:37])[F:36])[CH2:28]4)[C:21]([CH3:26])=[C:22]([CH:25]=3)[C:23]#[N:24])[CH3:17])[N:11]=[C:12]([CH:13]([F:14])[F:15])[C:5]=12.